From a dataset of Catalyst prediction with 721,799 reactions and 888 catalyst types from USPTO. Predict which catalyst facilitates the given reaction. (1) Reactant: [NH2:1][CH2:2][CH2:3][OH:4].[NH:5]1[C:10]2[CH:11]=[CH:12][CH:13]=[CH:14][C:9]=2[C:8](=O)[O:7]C1=O. Product: [OH:4][CH2:3][CH2:2][NH:1][C:8](=[O:7])[C:9]1[CH:14]=[CH:13][CH:12]=[CH:11][C:10]=1[NH2:5]. The catalyst class is: 12. (2) Reactant: [CH:1]1([N:4]2[C:8](=[O:9])[N:7]([CH2:10][C:11]([O:13]CC)=[O:12])[N:6]=[C:5]2[C:16]2[CH:21]=[CH:20][CH:19]=[CH:18][C:17]=2[O:22][CH3:23])[CH2:3][CH2:2]1.[OH-].[K+]. Product: [CH:1]1([N:4]2[C:8](=[O:9])[N:7]([CH2:10][C:11]([OH:13])=[O:12])[N:6]=[C:5]2[C:16]2[CH:21]=[CH:20][CH:19]=[CH:18][C:17]=2[O:22][CH3:23])[CH2:3][CH2:2]1. The catalyst class is: 5. (3) Reactant: [Cl:1][C:2]1[CH:3]=[CH:4][C:5]([F:12])=[C:6]([S:8](Cl)(=[O:10])=[O:9])[CH:7]=1.[C:13]([NH2:17])([CH3:16])([CH3:15])[CH3:14]. Product: [C:13]([NH:17][S:8]([C:6]1[CH:7]=[C:2]([Cl:1])[CH:3]=[CH:4][C:5]=1[F:12])(=[O:10])=[O:9])([CH3:16])([CH3:15])[CH3:14]. The catalyst class is: 7. (4) Reactant: [Cl:1][C:2]1[C:10]2[N:9]=[C:8]3[N:11]([C:15]4[CH:20]=[CH:19][C:18]([Cl:21])=[CH:17][C:16]=4[Cl:22])[CH2:12][CH2:13][CH2:14][N:7]3[C:6]=2[C:5]([CH:23]([CH:25]2[CH2:27][CH2:26]2)[OH:24])=[CH:4][CH:3]=1.[C:28](OC(=O)C)(=[O:30])[CH3:29]. Product: [C:28]([O:24][CH:23]([C:5]1[C:6]2[N:7]3[CH2:14][CH2:13][CH2:12][N:11]([C:15]4[CH:20]=[CH:19][C:18]([Cl:21])=[CH:17][C:16]=4[Cl:22])[C:8]3=[N:9][C:10]=2[C:2]([Cl:1])=[CH:3][CH:4]=1)[CH:25]1[CH2:27][CH2:26]1)(=[O:30])[CH3:29]. The catalyst class is: 17. (5) Reactant: [Cl:1][C:2]1[CH:3]=[C:4]([N:9]2[C:13]([CH:14]3[CH2:19][CH2:18][N:17]([C:20]([C@H:22]4[C@H:26]([C:27]5[CH:32]=[CH:31][C:30]([F:33])=[CH:29][C:28]=5[F:34])[CH2:25][N:24](C(OC(C)(C)C)=O)[CH2:23]4)=[O:21])[CH2:16][CH2:15]3)=[CH:12][C:11]([CH3:42])=[N:10]2)[CH:5]=[CH:6][C:7]=1[F:8].[C:43]([OH:49])([C:45]([F:48])([F:47])[F:46])=[O:44]. Product: [F:46][C:45]([F:48])([F:47])[C:43]([OH:49])=[O:44].[Cl:1][C:2]1[CH:3]=[C:4]([N:9]2[C:13]([CH:14]3[CH2:15][CH2:16][N:17]([C:20]([C@H:22]4[C@H:26]([C:27]5[CH:32]=[CH:31][C:30]([F:33])=[CH:29][C:28]=5[F:34])[CH2:25][NH:24][CH2:23]4)=[O:21])[CH2:18][CH2:19]3)=[CH:12][C:11]([CH3:42])=[N:10]2)[CH:5]=[CH:6][C:7]=1[F:8]. The catalyst class is: 2. (6) Reactant: [CH2:1]1[C:13]2[NH:12][C:11]3[C:6](=[CH:7][CH:8]=[CH:9][CH:10]=3)[C:5]=2[CH2:4][CH:3]([C:14]([OH:16])=O)[CH2:2]1.C(Cl)(=O)C(Cl)=O.[OH-].[NH4+:24]. Product: [CH2:1]1[C:13]2[NH:12][C:11]3[C:6](=[CH:7][CH:8]=[CH:9][CH:10]=3)[C:5]=2[CH2:4][CH:3]([C:14]([NH2:24])=[O:16])[CH2:2]1. The catalyst class is: 59. (7) Reactant: COC[O:4][C:5](=[O:14])[C:6]([CH3:13])([CH3:12])[CH2:7][O:8][CH2:9][O:10][CH3:11].CO.[OH-].[Na+].Cl. Product: [CH3:11][O:10][CH2:9][O:8][CH2:7][C:6]([CH3:13])([CH3:12])[C:5]([OH:14])=[O:4]. The catalyst class is: 27. (8) Reactant: [H-].[H-].[H-].[H-].[Li+].[Al+3].C([O:9][C:10](=O)[CH2:11][C:12]1[C:16]2[CH:17]=[C:18]([Cl:21])[CH:19]=[CH:20][C:15]=2[O:14][CH:13]=1)C. Product: [Cl:21][C:18]1[CH:19]=[CH:20][C:15]2[O:14][CH:13]=[C:12]([CH2:11][CH2:10][OH:9])[C:16]=2[CH:17]=1. The catalyst class is: 1. (9) Reactant: [C:1]([C:5]1[C:10]([OH:11])=[CH:9][C:8]([NH:12][C:13]([C:15]2[C:24](=[O:25])[C:23]3[C:18](=[CH:19][CH:20]=[CH:21][CH:22]=3)[NH:17][CH:16]=2)=[O:14])=[C:7](Br)[CH:6]=1)([CH3:4])([CH3:3])[CH3:2].[CH3:27][N:28]1C(=O)CCC1. Product: [C:1]([C:5]1[C:10]([OH:11])=[CH:9][C:8]([NH:12][C:13]([C:15]2[C:24](=[O:25])[C:23]3[C:18](=[CH:19][CH:20]=[CH:21][CH:22]=3)[NH:17][CH:16]=2)=[O:14])=[C:7]([C:27]#[N:28])[CH:6]=1)([CH3:4])([CH3:3])[CH3:2]. The catalyst class is: 380.